This data is from Peptide-MHC class II binding affinity with 134,281 pairs from IEDB. The task is: Regression. Given a peptide amino acid sequence and an MHC pseudo amino acid sequence, predict their binding affinity value. This is MHC class II binding data. (1) The peptide sequence is YESIDNILVKMFKTN. The MHC is HLA-DQA10501-DQB10201 with pseudo-sequence HLA-DQA10501-DQB10201. The binding affinity (normalized) is 0. (2) The binding affinity (normalized) is 0.252. The peptide sequence is VDIMVRDGQLTIKAE. The MHC is DRB1_0701 with pseudo-sequence DRB1_0701. (3) The peptide sequence is DRVLDILEAVKLIRK. The MHC is DRB1_1302 with pseudo-sequence DRB1_1302. The binding affinity (normalized) is 0.588.